Dataset: Forward reaction prediction with 1.9M reactions from USPTO patents (1976-2016). Task: Predict the product of the given reaction. The product is: [CH3:36][C:10]1([CH2:9][OH:8])[S:16][CH2:15][CH2:14][N:13]2[C:17]([C:20]3([C:23]4[CH:28]=[CH:27][C:26]([C:29]5[C:30]([CH3:35])=[N:31][CH:32]=[CH:33][CH:34]=5)=[CH:25][CH:24]=4)[CH2:22][CH2:21]3)=[N:18][N:19]=[C:12]2[CH2:11]1. Given the reactants [Si]([O:8][CH2:9][C:10]1([CH3:36])[S:16][CH2:15][CH2:14][N:13]2[C:17]([C:20]3([C:23]4[CH:28]=[CH:27][C:26]([C:29]5[C:30]([CH3:35])=[N:31][CH:32]=[CH:33][CH:34]=5)=[CH:25][CH:24]=4)[CH2:22][CH2:21]3)=[N:18][N:19]=[C:12]2[CH2:11]1)(C(C)(C)C)(C)C.Cl, predict the reaction product.